From a dataset of Catalyst prediction with 721,799 reactions and 888 catalyst types from USPTO. Predict which catalyst facilitates the given reaction. (1) Reactant: Cl[C:2]1[C:3]2[C:10]([C:11]([F:14])([F:13])[F:12])=[CH:9][N:8]([CH2:15][CH:16]3[CH2:21][CH2:20][N:19]([S:22]([CH3:25])(=[O:24])=[O:23])[CH2:18][CH2:17]3)[C:4]=2[N:5]=[CH:6][N:7]=1.Cl.C1C[O:30]CC1. Product: [CH3:25][S:22]([N:19]1[CH2:20][CH2:21][CH:16]([CH2:15][N:8]2[C:4]3[N:5]=[CH:6][N:7]=[C:2]([OH:30])[C:3]=3[C:10]([C:11]([F:14])([F:13])[F:12])=[CH:9]2)[CH2:17][CH2:18]1)(=[O:24])=[O:23]. The catalyst class is: 2. (2) Reactant: Cl[C:2]1[C:11]2[C:6](=[CH:7][C:8]([S:12]([O:15][C:16]3[C:21]([F:22])=[C:20]([F:23])[C:19]([F:24])=[C:18]([F:25])[C:17]=3[F:26])(=[O:14])=[O:13])=[CH:9][CH:10]=2)[CH:5]=[CH:4][N:3]=1.[CH3:27][O:28][C:29]1[CH:30]=[C:31]([C:38]2[CH:43]=[CH:42][CH:41]=[CH:40][CH:39]=2)[CH:32]=[CH:33][C:34]=1B(O)O.C([O-])([O-])=O.[K+].[K+]. Product: [CH3:27][O:28][C:29]1[CH:30]=[C:31]([C:38]2[CH:43]=[CH:42][CH:41]=[CH:40][CH:39]=2)[CH:32]=[CH:33][C:34]=1[C:2]1[C:11]2[C:6](=[CH:7][C:8]([S:12]([O:15][C:16]3[C:21]([F:22])=[C:20]([F:23])[C:19]([F:24])=[C:18]([F:25])[C:17]=3[F:26])(=[O:14])=[O:13])=[CH:9][CH:10]=2)[CH:5]=[CH:4][N:3]=1. The catalyst class is: 73. (3) Reactant: [NH2:1][CH2:2][CH2:3][C:4]1[CH:9]=[CH:8][C:7]([S:10]([C:13]2[CH:23]=[CH:22][C:16]([C:17]([O:19][CH2:20][CH3:21])=[O:18])=[CH:15][N:14]=2)(=[O:12])=[O:11])=[CH:6][CH:5]=1.[CH:24](=O)[C:25]1[CH:30]=[CH:29][CH:28]=[CH:27][CH:26]=1. Product: [CH2:24]([NH:1][CH2:2][CH2:3][C:4]1[CH:5]=[CH:6][C:7]([S:10]([C:13]2[CH:23]=[CH:22][C:16]([C:17]([O:19][CH2:20][CH3:21])=[O:18])=[CH:15][N:14]=2)(=[O:12])=[O:11])=[CH:8][CH:9]=1)[C:25]1[CH:30]=[CH:29][CH:28]=[CH:27][CH:26]=1. The catalyst class is: 22. (4) The catalyst class is: 4. Product: [CH2:38]([O:37][C:35]([N:14]1[C:15]2[C:20](=[CH:19][C:18]([C:21]([F:24])([F:22])[F:23])=[CH:17][CH:16]=2)[C@H:11]([NH:10][C:9]([O:8][CH2:1][C:2]2[CH:3]=[CH:4][CH:5]=[CH:6][CH:7]=2)=[O:27])[CH2:12][C@@H:13]1[CH2:25][CH3:26])=[O:36])[CH3:39]. Reactant: [CH2:1]([O:8][C:9](=[O:27])[NH:10][C@H:11]1[C:20]2[C:15](=[CH:16][CH:17]=[C:18]([C:21]([F:24])([F:23])[F:22])[CH:19]=2)[NH:14][C@@H:13]([CH2:25][CH3:26])[CH2:12]1)[C:2]1[CH:7]=[CH:6][CH:5]=[CH:4][CH:3]=1.N1C=CC=CC=1.Cl[C:35]([O:37][CH2:38][CH3:39])=[O:36].[OH-].[Na+]. (5) Reactant: [C:1](Cl)(=[O:3])[CH3:2].[Cl:5][C:6]1[CH:7]=[CH:8][C:9]2[N:15]([CH2:16][C:17]([CH3:21])([CH3:20])[CH2:18][OH:19])[C:14](=[O:22])[C@@H:13]([CH2:23][C:24]([NH:26][CH2:27][C@H:28]3[CH2:33][CH2:32][C@H:31]([C:34]([OH:36])=[O:35])[CH2:30][CH2:29]3)=[O:25])[O:12][C@H:11]([C:37]3[CH:42]=[CH:41][CH:40]=[C:39]([O:43][CH3:44])[C:38]=3[O:45][CH3:46])[C:10]=2[CH:47]=1.N1C=CC=CC=1.C(OCC)(=O)C. Product: [C:1]([O:19][CH2:18][C:17]([CH3:20])([CH3:21])[CH2:16][N:15]1[C:9]2[CH:8]=[CH:7][C:6]([Cl:5])=[CH:47][C:10]=2[C@@H:11]([C:37]2[CH:42]=[CH:41][CH:40]=[C:39]([O:43][CH3:44])[C:38]=2[O:45][CH3:46])[O:12][C@H:13]([CH2:23][C:24]([NH:26][CH2:27][C@H:28]2[CH2:29][CH2:30][C@H:31]([C:34]([OH:36])=[O:35])[CH2:32][CH2:33]2)=[O:25])[C:14]1=[O:22])(=[O:3])[CH3:2]. The catalyst class is: 6. (6) The catalyst class is: 4. Reactant: [Cl:1][C:2]1[CH:3]=[C:4]([C:9]2[CH2:10][CH2:11][C:12](=[O:15])[NH:13][N:14]=2)[CH:5]=[CH:6][C:7]=1[OH:8].O[CH2:17][CH2:18][N:19]1[C:27](=[O:28])[C:26]2[C:21](=[CH:22][CH:23]=[CH:24][CH:25]=2)[C:20]1=[O:29].C1(P(C2C=CC=CC=2)C2C=CC=CC=2)C=CC=CC=1.N(C(OC(C)C)=O)=NC(OC(C)C)=O. Product: [Cl:1][C:2]1[CH:3]=[C:4]([C:9]2[CH2:10][CH2:11][C:12](=[O:15])[NH:13][N:14]=2)[CH:5]=[CH:6][C:7]=1[O:8][CH2:17][CH2:18][N:19]1[C:20](=[O:29])[C:21]2[C:26](=[CH:25][CH:24]=[CH:23][CH:22]=2)[C:27]1=[O:28]. (7) Reactant: [NH2:1][C:2]1[CH:3]=[C:4]([OH:8])[CH:5]=[CH:6][CH:7]=1.[N:9]1([CH2:15][C:16]2[CH:17]=[C:18]([C:25]3[CH:30]=[CH:29][CH:28]=[CH:27][CH:26]=3)[CH:19]=[CH:20][C:21]=2[C:22](O)=[O:23])[CH2:14][CH2:13][CH2:12][CH2:11][CH2:10]1.[Cl-:31].[Na+].C(N=C=NCCCN(C)C)C.Cl.C(=O)([O-])O.[Na+]. Product: [ClH:31].[OH:8][C:4]1[CH:3]=[C:2]([NH:1][C:22]([C:21]2[CH:20]=[CH:19][C:18]([C:25]3[CH:30]=[CH:29][CH:28]=[CH:27][CH:26]=3)=[CH:17][C:16]=2[CH2:15][N:9]2[CH2:14][CH2:13][CH2:12][CH2:11][CH2:10]2)=[O:23])[CH:7]=[CH:6][CH:5]=1. The catalyst class is: 399.